This data is from Reaction yield outcomes from USPTO patents with 853,638 reactions. The task is: Predict the reaction yield, written as a fraction of the theoretical maximum amount of product (1.0 means a 100% yield; for example, 0.34 means a 34% yield). The yield is 0.330. The reactants are [OH-:1].[K+].[Cl:3][C:4]1[CH:5]=[C:6]([CH:33]=[CH:34][C:35]=1[O:36][CH3:37])[O:7][C@@H:8]1[CH2:12][CH2:11][N:10]([C:13]([CH3:32])([CH3:31])[CH2:14][CH2:15][C:16]([C:25]2[CH:30]=[CH:29][CH:28]=[CH:27][CH:26]=2)([C:19]2[CH:24]=[CH:23][CH:22]=[CH:21][CH:20]=2)[C:17]#[N:18])[CH2:9]1. The catalyst is CC(O)(CC)CC. The product is [Cl:3][C:4]1[CH:5]=[C:6]([CH:33]=[CH:34][C:35]=1[O:36][CH3:37])[O:7][C@@H:8]1[CH2:12][CH2:11][N:10]([C:13]([CH3:32])([CH3:31])[CH2:14][CH2:15][C:16]([C:25]2[CH:30]=[CH:29][CH:28]=[CH:27][CH:26]=2)([C:19]2[CH:24]=[CH:23][CH:22]=[CH:21][CH:20]=2)[C:17]([NH2:18])=[O:1])[CH2:9]1.